Dataset: Reaction yield outcomes from USPTO patents with 853,638 reactions. Task: Predict the reaction yield, written as a fraction of the theoretical maximum amount of product (1.0 means a 100% yield; for example, 0.34 means a 34% yield). (1) The reactants are Br[C:2]1[CH:11]=[C:10]2[C:5]([CH:6]=[CH:7][N:8]=[CH:9]2)=[CH:4][C:3]=1[O:12][CH3:13].[N:14]1[CH:19]=[CH:18][CH:17]=[C:16](B(O)O)[CH:15]=1.C(=O)([O-])[O-].[K+].[K+]. The catalyst is CN(C)C=O. The product is [CH3:13][O:12][C:3]1[CH:4]=[C:5]2[C:10](=[CH:11][C:2]=1[C:16]1[CH:15]=[N:14][CH:19]=[CH:18][CH:17]=1)[CH:9]=[N:8][CH:7]=[CH:6]2. The yield is 0.850. (2) The reactants are [C:1]([C:3]1[CH:4]=[C:5]([CH:8]=[CH:9][CH:10]=1)[C:6]#[N:7])#[CH:2].CCN(CC)CC.CN(C=O)C.[C:23]([C:25]1[C:26]([N:31]2[CH2:36][CH2:35][N:34]3[C@@H:37]([C:41](Cl)=[N:42][OH:43])[CH2:38][CH2:39][CH2:40][C@H:33]3[CH2:32]2)=[N:27][CH:28]=[CH:29][N:30]=1)#[N:24]. The catalyst is C(Cl)Cl. The product is [C:6]([C:5]1[CH:4]=[C:3]([C:1]2[O:43][N:42]=[C:41]([C@@H:37]3[N:34]4[CH2:35][CH2:36][N:31]([C:26]5[C:25]([C:23]#[N:24])=[N:30][CH:29]=[CH:28][N:27]=5)[CH2:32][C@@H:33]4[CH2:40][CH2:39][CH2:38]3)[CH:2]=2)[CH:10]=[CH:9][CH:8]=1)#[N:7]. The yield is 0.0500. (3) The reactants are Cl[CH2:2][C:3]1[CH:4]=[C:5]([C:9]([N:11]2[CH2:24][C:23]([CH3:26])([CH3:25])[C:22]3[C:21]4[CH:20]=[CH:19][CH:18]=[CH:17][C:16]=4[NH:15][C:14]=3[C:13]([C:27]([O:29][CH:30]([CH3:32])[CH3:31])=[O:28])=[CH:12]2)=[O:10])[CH:6]=[CH:7][CH:8]=1.CCN(C(C)C)C(C)C.Cl.[C:43]1([NH2:49])[CH:48]=[CH:47][CH:46]=[CH:45][CH:44]=1.[N:50]1([C:56](O)=[O:57])[CH2:55][CH2:54][NH:53][CH2:52][CH2:51]1. The catalyst is ClCCCl. The product is [CH3:26][C:23]1([CH3:25])[C:22]2[C:21]3[CH:20]=[CH:19][CH:18]=[CH:17][C:16]=3[NH:15][C:14]=2[C:13]([C:27]([O:29][CH:30]([CH3:31])[CH3:32])=[O:28])=[CH:12][N:11]([C:9]([C:5]2[CH:6]=[CH:7][CH:8]=[C:3]([CH2:2][N:53]3[CH2:54][CH2:55][N:50]([C:56]([NH:49][C:43]4[CH:48]=[CH:47][CH:46]=[CH:45][CH:44]=4)=[O:57])[CH2:51][CH2:52]3)[CH:4]=2)=[O:10])[CH2:24]1. The yield is 0.280.